Dataset: Peptide-MHC class I binding affinity with 185,985 pairs from IEDB/IMGT. Task: Regression. Given a peptide amino acid sequence and an MHC pseudo amino acid sequence, predict their binding affinity value. This is MHC class I binding data. The peptide sequence is WFGHLASDW. The MHC is HLA-B15:01 with pseudo-sequence HLA-B15:01. The binding affinity (normalized) is 0.182.